From a dataset of Full USPTO retrosynthesis dataset with 1.9M reactions from patents (1976-2016). Predict the reactants needed to synthesize the given product. (1) Given the product [F:26][C:27]1[CH:32]=[C:31]([F:33])[CH:30]=[CH:29][C:28]=1[S:34]([NH:1][C:2]1[CH:7]=[CH:6][CH:5]=[CH:4][C:3]=1[C:8]1[NH:12][C:11]([CH3:13])=[C:10]([C:14]([NH2:16])=[O:15])[CH:9]=1)(=[O:36])=[O:35], predict the reactants needed to synthesize it. The reactants are: [NH2:1][C:2]1[CH:7]=[CH:6][CH:5]=[CH:4][C:3]=1[C:8]1[NH:12][C:11]([CH3:13])=[C:10]([C:14]([NH2:16])=[O:15])[CH:9]=1.CN(C1C=CC=CN=1)C.[F:26][C:27]1[CH:32]=[C:31]([F:33])[CH:30]=[CH:29][C:28]=1[S:34](Cl)(=[O:36])=[O:35]. (2) Given the product [C:37]1([C:66]2[CH:67]=[CH:68][CH:69]=[CH:70][CH:71]=2)[CH:38]=[CH:39][C:40]([C:43]2[C:52]([CH:53]([O:59][C:60]([CH3:63])([CH3:62])[CH3:61])[C:54]([OH:56])=[O:55])=[C:51]([CH3:64])[CH:50]=[C:49]3[C:44]=2[CH:45]=[CH:46][C:47]([CH3:65])=[N:48]3)=[CH:41][CH:42]=1, predict the reactants needed to synthesize it. The reactants are: C(O[C@@H](C1C(C2C=CC(Cl)=CC=2)=C2C(=CC=1C)N=C(CN(C)C1C=CC=CC=1)C=C2)C(O)=O)(C)(C)C.[C:37]1([C:66]2[CH:71]=[CH:70][CH:69]=[CH:68][CH:67]=2)[CH:42]=[CH:41][C:40]([C:43]2[C:52]([CH:53]([O:59][C:60]([CH3:63])([CH3:62])[CH3:61])[C:54]([O:56]CC)=[O:55])=[C:51]([CH3:64])[CH:50]=[C:49]3[C:44]=2[CH:45]=[CH:46][C:47]([CH3:65])=[N:48]3)=[CH:39][CH:38]=1. (3) Given the product [ClH:1].[Cl:1][C:2]1[CH:44]=[CH:43][C:5]([CH2:6][C@@H:7]([NH:28][CH:29]2[CH2:30][CH2:31][C:32]([C:36]3[CH:37]=[CH:38][C:39]([F:42])=[CH:40][CH:41]=3)([OH:35])[CH2:33][CH2:34]2)[C:8]([N:10]2[CH2:11][CH2:12][C:13]([CH:22]3[CH2:23][CH2:24][CH2:25][CH2:26][CH2:27]3)([CH2:16][N:17]3[CH:21]=[N:20][CH:19]=[N:18]3)[CH2:14][CH2:15]2)=[O:9])=[CH:4][CH:3]=1, predict the reactants needed to synthesize it. The reactants are: [Cl:1][C:2]1[CH:44]=[CH:43][C:5]([CH2:6][C@@H:7]([NH:28][CH:29]2[CH2:34][CH2:33][C:32]([C:36]3[CH:41]=[CH:40][C:39]([F:42])=[CH:38][CH:37]=3)([OH:35])[CH2:31][CH2:30]2)[C:8]([N:10]2[CH2:15][CH2:14][C:13]([CH:22]3[CH2:27][CH2:26][CH2:25][CH2:24][CH2:23]3)([CH2:16][N:17]3[CH:21]=[N:20][CH:19]=[N:18]3)[CH2:12][CH2:11]2)=[O:9])=[CH:4][CH:3]=1.Cl. (4) Given the product [CH3:24][O:23][C:21]1[CH:20]=[CH:19][C:17]2[N:18]=[C:14]([NH:13][C:10](=[O:11])[CH2:9][C:4]3[CH:5]=[CH:6][C:7]([Cl:8])=[C:2]([Cl:1])[CH:3]=3)[S:15][C:16]=2[CH:22]=1, predict the reactants needed to synthesize it. The reactants are: [Cl:1][C:2]1[CH:3]=[C:4]([CH2:9][C:10](Cl)=[O:11])[CH:5]=[CH:6][C:7]=1[Cl:8].[NH2:13][C:14]1[S:15][C:16]2[CH:22]=[C:21]([O:23][CH3:24])[CH:20]=[CH:19][C:17]=2[N:18]=1. (5) Given the product [CH3:1][C:2]1[CH:3]=[CH:4][C:5]([N:11]2[CH:20]=[N:16][CH:14]=[N:15]2)=[C:6]([CH:10]=1)[C:7]([OH:9])=[O:8], predict the reactants needed to synthesize it. The reactants are: [CH3:1][C:2]1[CH:3]=[CH:4][C:5]([N:11]2[N:15]=[CH:14]C=N2)=[C:6]([CH:10]=1)[C:7]([OH:9])=[O:8].[NH:16]1[CH:20]=NC=N1. (6) Given the product [C:7]([NH:2][CH2:3][CH2:4][C:5]1[CH:12]=[CH:11][C:9]([OH:10])=[C:7]([OH:8])[CH:6]=1)(=[O:8])[CH2:6][CH2:5][CH2:12][CH2:11][CH2:9][CH2:18][CH3:19], predict the reactants needed to synthesize it. The reactants are: Cl.[NH2:2][CH2:3][CH2:4][C:5]1[CH:12]=[CH:11][C:9]([OH:10])=[C:7]([OH:8])[CH:6]=1.C(N([CH2:18][CH3:19])CC)C.